This data is from NCI-60 drug combinations with 297,098 pairs across 59 cell lines. The task is: Regression. Given two drug SMILES strings and cell line genomic features, predict the synergy score measuring deviation from expected non-interaction effect. (1) Drug 1: CC(CN1CC(=O)NC(=O)C1)N2CC(=O)NC(=O)C2. Drug 2: CCC1(CC2CC(C3=C(CCN(C2)C1)C4=CC=CC=C4N3)(C5=C(C=C6C(=C5)C78CCN9C7C(C=CC9)(C(C(C8N6C=O)(C(=O)OC)O)OC(=O)C)CC)OC)C(=O)OC)O.OS(=O)(=O)O. Cell line: SK-OV-3. Synergy scores: CSS=16.7, Synergy_ZIP=-3.85, Synergy_Bliss=1.72, Synergy_Loewe=1.96, Synergy_HSA=0.946. (2) Drug 1: C1CCN(CC1)CCOC2=CC=C(C=C2)C(=O)C3=C(SC4=C3C=CC(=C4)O)C5=CC=C(C=C5)O. Drug 2: CCN(CC)CCCC(C)NC1=C2C=C(C=CC2=NC3=C1C=CC(=C3)Cl)OC. Cell line: MALME-3M. Synergy scores: CSS=24.6, Synergy_ZIP=-5.64, Synergy_Bliss=-1.70, Synergy_Loewe=-9.41, Synergy_HSA=-5.81. (3) Drug 1: CS(=O)(=O)CCNCC1=CC=C(O1)C2=CC3=C(C=C2)N=CN=C3NC4=CC(=C(C=C4)OCC5=CC(=CC=C5)F)Cl. Drug 2: CS(=O)(=O)OCCCCOS(=O)(=O)C. Cell line: SF-295. Synergy scores: CSS=0.673, Synergy_ZIP=-2.44, Synergy_Bliss=-5.78, Synergy_Loewe=-2.91, Synergy_HSA=-4.52. (4) Drug 1: CC1=C(C=C(C=C1)NC2=NC=CC(=N2)N(C)C3=CC4=NN(C(=C4C=C3)C)C)S(=O)(=O)N.Cl. Drug 2: CN(C)N=NC1=C(NC=N1)C(=O)N. Cell line: OVCAR-8. Synergy scores: CSS=3.30, Synergy_ZIP=0.872, Synergy_Bliss=3.58, Synergy_Loewe=0.762, Synergy_HSA=1.12. (5) Drug 1: CCC1(CC2CC(C3=C(CCN(C2)C1)C4=CC=CC=C4N3)(C5=C(C=C6C(=C5)C78CCN9C7C(C=CC9)(C(C(C8N6C)(C(=O)OC)O)OC(=O)C)CC)OC)C(=O)OC)O.OS(=O)(=O)O. Drug 2: C1CNP(=O)(OC1)N(CCCl)CCCl. Cell line: TK-10. Synergy scores: CSS=-1.27, Synergy_ZIP=-1.05, Synergy_Bliss=-3.03, Synergy_Loewe=-4.53, Synergy_HSA=-2.53.